Regression. Given two drug SMILES strings and cell line genomic features, predict the synergy score measuring deviation from expected non-interaction effect. From a dataset of NCI-60 drug combinations with 297,098 pairs across 59 cell lines. (1) Drug 1: C1=CC(=CC=C1CC(C(=O)O)N)N(CCCl)CCCl.Cl. Drug 2: CN(CCCl)CCCl.Cl. Cell line: OVCAR3. Synergy scores: CSS=21.2, Synergy_ZIP=-4.31, Synergy_Bliss=0.206, Synergy_Loewe=-3.04, Synergy_HSA=-0.770. (2) Drug 1: CN(C)N=NC1=C(NC=N1)C(=O)N. Drug 2: CC(C)(C#N)C1=CC(=CC(=C1)CN2C=NC=N2)C(C)(C)C#N. Cell line: NCI/ADR-RES. Synergy scores: CSS=-0.752, Synergy_ZIP=-1.41, Synergy_Bliss=-4.41, Synergy_Loewe=-3.28, Synergy_HSA=-4.86. (3) Drug 1: CCCS(=O)(=O)NC1=C(C(=C(C=C1)F)C(=O)C2=CNC3=C2C=C(C=N3)C4=CC=C(C=C4)Cl)F. Drug 2: CC1=C(C=C(C=C1)C(=O)NC2=CC(=CC(=C2)C(F)(F)F)N3C=C(N=C3)C)NC4=NC=CC(=N4)C5=CN=CC=C5. Cell line: HS 578T. Synergy scores: CSS=-5.45, Synergy_ZIP=5.16, Synergy_Bliss=6.38, Synergy_Loewe=-0.798, Synergy_HSA=-0.784. (4) Drug 1: CCN(CC)CCNC(=O)C1=C(NC(=C1C)C=C2C3=C(C=CC(=C3)F)NC2=O)C. Drug 2: CC(C)NC(=O)C1=CC=C(C=C1)CNNC.Cl. Cell line: HS 578T. Synergy scores: CSS=6.15, Synergy_ZIP=-2.43, Synergy_Bliss=-1.95, Synergy_Loewe=-25.9, Synergy_HSA=-1.92. (5) Drug 1: C1=CC(=C2C(=C1NCCNCCO)C(=O)C3=C(C=CC(=C3C2=O)O)O)NCCNCCO. Drug 2: N.N.Cl[Pt+2]Cl. Cell line: MDA-MB-435. Synergy scores: CSS=4.45, Synergy_ZIP=-3.78, Synergy_Bliss=0.892, Synergy_Loewe=-11.6, Synergy_HSA=-3.13. (6) Drug 1: CCC1(CC2CC(C3=C(CCN(C2)C1)C4=CC=CC=C4N3)(C5=C(C=C6C(=C5)C78CCN9C7C(C=CC9)(C(C(C8N6C)(C(=O)OC)O)OC(=O)C)CC)OC)C(=O)OC)O.OS(=O)(=O)O. Drug 2: COC1=NC(=NC2=C1N=CN2C3C(C(C(O3)CO)O)O)N. Cell line: SF-295. Synergy scores: CSS=11.5, Synergy_ZIP=0.419, Synergy_Bliss=-4.34, Synergy_Loewe=-1.75, Synergy_HSA=-5.46. (7) Drug 1: C1CNP(=O)(OC1)N(CCCl)CCCl. Drug 2: CCC1(C2=C(COC1=O)C(=O)N3CC4=CC5=C(C=CC(=C5CN(C)C)O)N=C4C3=C2)O.Cl. Cell line: NCI/ADR-RES. Synergy scores: CSS=-8.91, Synergy_ZIP=-1.91, Synergy_Bliss=-13.4, Synergy_Loewe=-38.8, Synergy_HSA=-20.4.